This data is from Reaction yield outcomes from USPTO patents with 853,638 reactions. The task is: Predict the reaction yield, written as a fraction of the theoretical maximum amount of product (1.0 means a 100% yield; for example, 0.34 means a 34% yield). (1) The reactants are [O:1]1[CH2:6][CH2:5][CH:4]([C:7](Cl)=[O:8])[CH2:3][CH2:2]1.[NH:10]1[CH2:14][CH2:13][C@H:12]([OH:15])[CH2:11]1.CCN(CC)CC. The catalyst is C(Cl)Cl. The product is [OH:15][C@H:12]1[CH2:13][CH2:14][N:10]([C:7]([CH:4]2[CH2:5][CH2:6][O:1][CH2:2][CH2:3]2)=[O:8])[CH2:11]1. The yield is 0.970. (2) The reactants are [C:1]1([C:10]2[CH:15]=[CH:14][CH:13]=[CH:12][CH:11]=2)[C:2]([C:7]([OH:9])=O)=[CH:3][CH:4]=[CH:5][CH:6]=1.CN([C:19]([O:23]N1N=NC2C=CC=NC1=2)=[N+](C)C)C.F[P-](F)(F)(F)(F)F.CCN([CH2:45][CH3:46])CC.[OH-:47].[Na+].C[N:50]([CH:52]=O)[CH3:51]. No catalyst specified. The product is [C:1]1([C:10]2[CH:15]=[CH:14][CH:13]=[CH:12][CH:11]=2)[CH:6]=[CH:5][CH:4]=[CH:3][C:2]=1[C:7]([N:50]1[CH2:52][C@H:45]([OH:47])[CH2:46][C@H:51]1[CH2:19][OH:23])=[O:9]. The yield is 0.450. (3) The reactants are [N+:1]([C:4]1[CH:12]=[C:11]2[C:7]([CH:8]=[CH:9][NH:10]2)=[CH:6][CH:5]=1)([O-:3])=[O:2].CCN(C(C)C)C(C)C.[C:22](Br)([CH3:25])([CH3:24])[CH3:23]. The catalyst is CCCC[N+](CCCC)(CCCC)CCCC.[I-].C1(C)C=CC=CC=1.[O-]S(C(F)(F)F)(=O)=O.[Zn+2].[O-]S(C(F)(F)F)(=O)=O. The product is [C:22]([C:8]1[C:7]2[C:11](=[CH:12][C:4]([N+:1]([O-:3])=[O:2])=[CH:5][CH:6]=2)[NH:10][CH:9]=1)([CH3:25])([CH3:24])[CH3:23]. The yield is 0.190. (4) The yield is 1.00. The catalyst is C1COCC1.C(=O)([O-])[O-].[K+].[K+]. The product is [Br:1][C:2]1[CH:3]=[C:4]([CH:16]=[CH:17][C:18]=1[O:19][CH3:20])[CH2:5][N:6]([C@@H:7]([C:9]1[CH:14]=[CH:13][CH:12]=[C:11]([F:15])[CH:10]=1)[CH3:8])[C:21](=[O:22])[O:23][C:24]([CH3:27])([CH3:26])[CH3:25]. The reactants are [Br:1][C:2]1[CH:3]=[C:4]([CH:16]=[CH:17][C:18]=1[O:19][CH3:20])[CH2:5][NH:6][C@@H:7]([C:9]1[CH:14]=[CH:13][CH:12]=[C:11]([F:15])[CH:10]=1)[CH3:8].[C:21](O[C:21]([O:23][C:24]([CH3:27])([CH3:26])[CH3:25])=[O:22])([O:23][C:24]([CH3:27])([CH3:26])[CH3:25])=[O:22].C(OCC)C. (5) The reactants are [CH3:1][O:2][C:3]1[CH:68]=[CH:67][C:6]([C:7]([NH:20][C:21]2[N:29]=[CH:28][N:27]=[C:26]3[C:22]=2[N:23]=[CH:24][N:25]3[C@H:30]2[O:43][C@@H:42]([CH2:44][O:45][C:46]([C:61]3[CH:66]=[CH:65][CH:64]=[CH:63][CH:62]=3)([C:55]3[CH:60]=[CH:59][CH:58]=[CH:57][CH:56]=3)[C:47]3[CH:52]=[CH:51][C:50]([O:53][CH3:54])=[CH:49][CH:48]=3)[C@H:32]([O:33]C(=O)C3C=CC=CC=3)[CH2:31]2)([C:14]2[CH:19]=[CH:18][CH:17]=[CH:16][CH:15]=2)[C:8]2[CH:13]=[CH:12][CH:11]=[CH:10][CH:9]=2)=[CH:5][CH:4]=1. The catalyst is N. The product is [CH3:1][O:2][C:3]1[CH:4]=[CH:5][C:6]([C:7]([NH:20][C:21]2[N:29]=[CH:28][N:27]=[C:26]3[C:22]=2[N:23]=[CH:24][N:25]3[C@H:30]2[O:43][C@@H:42]([CH2:44][O:45][C:46]([C:61]3[CH:62]=[CH:63][CH:64]=[CH:65][CH:66]=3)([C:55]3[CH:56]=[CH:57][CH:58]=[CH:59][CH:60]=3)[C:47]3[CH:48]=[CH:49][C:50]([O:53][CH3:54])=[CH:51][CH:52]=3)[C@H:32]([OH:33])[CH2:31]2)([C:8]2[CH:9]=[CH:10][CH:11]=[CH:12][CH:13]=2)[C:14]2[CH:15]=[CH:16][CH:17]=[CH:18][CH:19]=2)=[CH:67][CH:68]=1. The yield is 0.760. (6) The reactants are [Cl:1][C:2]1[CH:3]=[C:4]([CH:10]([CH2:14][CH:15]2[CH2:19][CH2:18][CH2:17][CH2:16]2)[C:11]([OH:13])=[O:12])[CH:5]=[CH:6][C:7]=1SC.OO.O1CCC[CH2:23]1.[S:27]([O-:30])([O-])=[O:28].[Na+].[Na+]. The catalyst is C(O)=O. The product is [Cl:1][C:2]1[CH:3]=[C:4]([CH:10]([CH2:14][CH:15]2[CH2:16][CH2:17][CH2:18][CH2:19]2)[C:11]([OH:13])=[O:12])[CH:5]=[CH:6][C:7]=1[S:27]([CH3:23])(=[O:30])=[O:28]. The yield is 0.991.